Dataset: Catalyst prediction with 721,799 reactions and 888 catalyst types from USPTO. Task: Predict which catalyst facilitates the given reaction. (1) Reactant: Br[CH2:2][CH2:3][CH2:4][O:5][C:6]1[CH:15]=[C:14]2[C:9]([CH2:10][CH2:11][C:12]([CH2:21][CH3:22])([C:16]([O:18][CH2:19][CH3:20])=[O:17])[O:13]2)=[CH:8][CH:7]=1.[F:23][C:24]([F:39])([F:38])[C:25]1[C:29]2[CH:30]=[CH:31][C:32]([OH:37])=[C:33]([CH2:34][CH2:35][CH3:36])[C:28]=2[O:27][N:26]=1.C(=O)([O-])[O-].[Cs+].[Cs+]. Product: [F:39][C:24]([F:23])([F:38])[C:25]1[C:29]2[CH:30]=[CH:31][C:32]([O:37][CH2:2][CH2:3][CH2:4][O:5][C:6]3[CH:15]=[C:14]4[C:9]([CH2:10][CH2:11][C:12]([CH2:21][CH3:22])([C:16]([O:18][CH2:19][CH3:20])=[O:17])[O:13]4)=[CH:8][CH:7]=3)=[C:33]([CH2:34][CH2:35][CH3:36])[C:28]=2[O:27][N:26]=1. The catalyst class is: 3. (2) Reactant: Br[C:2]1[C:7]2[O:8][C:9]3[NH:14][CH:13]([C:15]([O:17][C:18]([CH3:21])([CH3:20])[CH3:19])=[O:16])[CH2:12][CH:11]([CH3:22])[C:10]=3[C:6]=2[CH:5]=[C:4]([Cl:23])[CH:3]=1.[C:24]1([S:30]([O-:32])=[O:31])[CH:29]=[CH:28][CH:27]=[CH:26][CH:25]=1.[Na+].C(=O)([O-])[O-].[Cs+].[Cs+].CC1(C)C2C(=C(P(C3C=CC=CC=3)C3C=CC=CC=3)C=CC=2)OC2C(P(C3C=CC=CC=3)C3C=CC=CC=3)=CC=CC1=2. The catalyst class is: 11. Product: [Cl:23][C:4]1[CH:3]=[C:2]([S:30]([C:24]2[CH:29]=[CH:28][CH:27]=[CH:26][CH:25]=2)(=[O:32])=[O:31])[C:7]2[O:8][C:9]3[NH:14][CH:13]([C:15]([O:17][C:18]([CH3:21])([CH3:20])[CH3:19])=[O:16])[CH2:12][CH:11]([CH3:22])[C:10]=3[C:6]=2[CH:5]=1. (3) Reactant: [Cl:1][C:2]1[CH:3]=[C:4]2[C:9](=[CH:10][CH:11]=1)[N:8]=[C:7]1[CH2:12][CH2:13][CH2:14][CH2:15][CH2:16][C:6]1=[C:5]2Cl.[OH2:18]. Product: [Cl:1][C:2]1[CH:3]=[C:4]2[C:9](=[CH:10][CH:11]=1)[NH:8][C:7]1[CH2:12][CH2:13][CH2:14][CH2:15][CH2:16][C:6]=1[C:5]2=[O:18]. The catalyst class is: 52. (4) Reactant: [Si]([O:8][C:9]1[CH:14]=[C:13]([CH3:15])[C:12]([C:16]2[CH:21]=[CH:20][CH:19]=[C:18]([CH2:22][N:23]([S:38]([C:41]3[CH:46]=[CH:45][CH:44]=[CH:43][C:42]=3[N+:47]([O-:49])=[O:48])(=[O:40])=[O:39])[C:24]3[CH:29]=[CH:28][C:27]([CH2:30][CH2:31][C:32]([O:34][CH2:35][CH3:36])=[O:33])=[C:26]([F:37])[CH:25]=3)[CH:17]=2)=[C:11]([CH3:50])[CH:10]=1)(C(C)(C)C)(C)C.[F-].C([N+](CCCC)(CCCC)CCCC)CCC. Product: [F:37][C:26]1[CH:25]=[C:24]([N:23]([CH2:22][C:18]2[CH:17]=[C:16]([C:12]3[C:13]([CH3:15])=[CH:14][C:9]([OH:8])=[CH:10][C:11]=3[CH3:50])[CH:21]=[CH:20][CH:19]=2)[S:38]([C:41]2[CH:46]=[CH:45][CH:44]=[CH:43][C:42]=2[N+:47]([O-:49])=[O:48])(=[O:39])=[O:40])[CH:29]=[CH:28][C:27]=1[CH2:30][CH2:31][C:32]([O:34][CH2:35][CH3:36])=[O:33]. The catalyst class is: 7. (5) Reactant: C([O:9][CH2:10][C:11]1[S:12][CH:13]=[C:14]([C:16]2[CH:21]=[CH:20][C:19]([O:22][CH2:23][C:24]3[CH:29]=[CH:28][C:27]([CH:30]([CH2:34][CH2:35][CH3:36])[CH2:31][CH2:32][CH3:33])=[CH:26][CH:25]=3)=[CH:18][CH:17]=2)[N:15]=1)(=O)C1C=CC=CC=1.CO.[OH-].[Na+]. Product: [CH2:31]([CH:30]([C:27]1[CH:28]=[CH:29][C:24]([CH2:23][O:22][C:19]2[CH:20]=[CH:21][C:16]([C:14]3[N:15]=[C:11]([CH2:10][OH:9])[S:12][CH:13]=3)=[CH:17][CH:18]=2)=[CH:25][CH:26]=1)[CH2:34][CH2:35][CH3:36])[CH2:32][CH3:33]. The catalyst class is: 7. (6) Reactant: [SH:1][C:2]1[CH:3]=[C:4]([O:8][CH3:9])[CH:5]=[CH:6][CH:7]=1.[OH-].[K+].[CH:12]1[C:17]([C:18]([CH2:20]Br)=[O:19])=[CH:16][CH:15]=[C:14]([Br:22])[CH:13]=1.CCOC(C)=O. Product: [Br:22][C:14]1[CH:15]=[CH:16][C:17]([C:18](=[O:19])[CH2:20][S:1][C:2]2[CH:7]=[CH:6][CH:5]=[C:4]([O:8][CH3:9])[CH:3]=2)=[CH:12][CH:13]=1. The catalyst class is: 40. (7) Reactant: [Cl:1][C:2]1[CH:7]=[CH:6][C:5]([C:8]2[N:12]([CH2:13][C:14]3[CH:15]=[C:16]([CH:20]=[CH:21][CH:22]=3)[C:17](O)=[O:18])[C:11](=[O:23])[N:10]([CH2:24][C:25]([NH:27][C:28]([CH3:40])([C:30]3[CH:35]=[CH:34][CH:33]=[C:32]([C:36]([F:39])([F:38])[F:37])[CH:31]=3)[CH3:29])=[O:26])[N:9]=2)=[CH:4][CH:3]=1.C(N(CC)CC)C.ClC(OCC(C)C)=O.[BH4-].[Na+].C(O)(=O)C. Product: [Cl:1][C:2]1[CH:7]=[CH:6][C:5]([C:8]2[N:12]([CH2:13][C:14]3[CH:22]=[CH:21][CH:20]=[C:16]([CH2:17][OH:18])[CH:15]=3)[C:11](=[O:23])[N:10]([CH2:24][C:25]([NH:27][C:28]([CH3:40])([C:30]3[CH:35]=[CH:34][CH:33]=[C:32]([C:36]([F:37])([F:38])[F:39])[CH:31]=3)[CH3:29])=[O:26])[N:9]=2)=[CH:4][CH:3]=1. The catalyst class is: 20.